This data is from Forward reaction prediction with 1.9M reactions from USPTO patents (1976-2016). The task is: Predict the product of the given reaction. (1) Given the reactants [CH2:1]([C@@H:3]1[O:5][CH2:4]1)Cl.[C:6]([C:10]1[CH:15]=[CH:14][C:13]([OH:16])=[CH:12][CH:11]=1)([CH3:9])([CH3:8])[CH3:7].C(=O)([O-])[O-].[K+].[K+], predict the reaction product. The product is: [C:6]([C:10]1[CH:11]=[CH:12][C:13]([O:16][CH2:1][C@@H:3]2[CH2:4][O:5]2)=[CH:14][CH:15]=1)([CH3:9])([CH3:7])[CH3:8]. (2) Given the reactants [N+:1]([C:4]1[CH:13]=[CH:12][CH:11]=[C:10]2[C:5]=1[CH:6]=[CH:7]O[C:9]2=[O:14])([O-:3])=[O:2].[CH3:15][C:16]1[NH:20][N:19]=[C:18]([NH2:21])[CH:17]=1, predict the reaction product. The product is: [CH3:15][C:16]1[NH:20][N:19]=[C:18]([N:21]2[CH:7]=[CH:6][C:5]3[C:10](=[CH:11][CH:12]=[CH:13][C:4]=3[N+:1]([O-:3])=[O:2])[C:9]2=[O:14])[CH:17]=1. (3) Given the reactants [Cl:1][C:2]1[C:10]2[N:9]=[C:8]([CH2:11][CH3:12])[NH:7][C:6]=2[CH:5]=[CH:4][C:3]=1[C:13]#[N:14].Br[CH2:16][C:17]1[O:18][C:19]([C:22]([F:25])([F:24])[F:23])=[CH:20][CH:21]=1, predict the reaction product. The product is: [Cl:1][C:2]1[C:10]2[N:9]=[C:8]([CH2:11][CH3:12])[N:7]([CH2:16][C:17]3[O:18][C:19]([C:22]([F:25])([F:24])[F:23])=[CH:20][CH:21]=3)[C:6]=2[CH:5]=[CH:4][C:3]=1[C:13]#[N:14]. (4) The product is: [O:10]1[C:11]2[C:2]([C:29]3([OH:33])[CH2:32][CH2:31][CH2:30]3)=[CH:3][S:4][C:5]=2[CH2:6][NH:7][CH2:8][CH2:9]1. Given the reactants Br[C:2]1[C:11]2[O:10][CH2:9][CH2:8][N:7](C(OC(C)(C)C)=O)[CH2:6][C:5]=2[S:4][CH:3]=1.CCOCC.C([Li])CCC.[C:29]1(=[O:33])[CH2:32][CH2:31][CH2:30]1, predict the reaction product. (5) Given the reactants [F:1][C:2]([F:23])([F:22])[C:3]1[CH:17]=[C:16]([C:18]([F:21])([F:20])[F:19])[CH:15]=[CH:14][C:4]=1[CH2:5][N:6]1[CH2:11][CH2:10][CH:9]([CH:12]=O)[CH2:8][CH2:7]1.[OH:24][CH:25]([CH2:34][OH:35])[CH2:26][NH:27][C:28]1[CH2:32][S:31][C:30](=[O:33])[N:29]=1.C([O-])(=O)C.[NH2+]1CCCCC1, predict the reaction product. The product is: [F:23][C:2]([F:1])([F:22])[C:3]1[CH:17]=[C:16]([C:18]([F:21])([F:20])[F:19])[CH:15]=[CH:14][C:4]=1[CH2:5][N:6]1[CH2:11][CH2:10][CH:9](/[CH:12]=[C:32]2/[C:28]([NH:27][CH2:26][CH:25]([OH:24])[CH2:34][OH:35])=[N:29][C:30](=[O:33])[S:31]/2)[CH2:8][CH2:7]1. (6) Given the reactants C(N(CC)CC)C.[OH:8][CH:9]([C:11]1[CH:29]=[C:14]2[C:15]([C:21]3[CH:22]([CH3:28])[CH2:23][C:24](=[O:27])[NH:25][N:26]=3)=[CH:16][CH:17]=[C:18]([O:19][CH3:20])[N:13]2[N:12]=1)[CH3:10], predict the reaction product. The product is: [C:9]([C:11]1[CH:29]=[C:14]2[C:15]([C:21]3[CH:22]([CH3:28])[CH2:23][C:24](=[O:27])[NH:25][N:26]=3)=[CH:16][CH:17]=[C:18]([O:19][CH3:20])[N:13]2[N:12]=1)(=[O:8])[CH3:10]. (7) Given the reactants [OH:1][C:2]1[CH:7]=[CH:6][NH:5][C:4](=[O:8])[CH:3]=1.CS(O[CH:14]1[CH2:19][CH2:18][N:17]([C:20]([O:22][C:23]([CH3:26])([CH3:25])[CH3:24])=[O:21])[CH2:16][CH2:15]1)(=O)=O.C([O-])([O-])=O.[K+].[K+].CS(C)=O, predict the reaction product. The product is: [O:8]=[C:4]1[CH:3]=[C:2]([O:1][CH:14]2[CH2:19][CH2:18][N:17]([C:20]([O:22][C:23]([CH3:26])([CH3:25])[CH3:24])=[O:21])[CH2:16][CH2:15]2)[CH:7]=[CH:6][NH:5]1. (8) Given the reactants [O-:1][S:2]([O-:5])(=O)=O.[Na+].[Na+].[CH3:8][O:9][C:10](=[O:19])[C:11]1[CH:16]=[CH:15][C:14]([Br:17])=[C:13]([NH2:18])[CH:12]=1.[CH3:20]CN(CC)CC.[Na+].[Cl-], predict the reaction product. The product is: [CH3:8][O:9][C:10](=[O:19])[C:11]1[CH:16]=[CH:15][C:14]([Br:17])=[C:13]([NH:18][S:2]([CH3:20])(=[O:5])=[O:1])[CH:12]=1. (9) Given the reactants [NH2:1][C:2]1([C:5]([NH:7][CH2:8][C:9]2[CH:14]=[CH:13][C:12]([C:15]3[C:16]([C:21]([O:23][CH3:24])=[O:22])=[CH:17][CH:18]=[CH:19][CH:20]=3)=[CH:11][CH:10]=2)=[O:6])[CH2:4][CH2:3]1.IC.[CH2:27](N(CC)CC)C, predict the reaction product. The product is: [CH3:27][NH:1][C:2]1([C:5]([NH:7][CH2:8][C:9]2[CH:14]=[CH:13][C:12]([C:15]3[C:16]([C:21]([O:23][CH3:24])=[O:22])=[CH:17][CH:18]=[CH:19][CH:20]=3)=[CH:11][CH:10]=2)=[O:6])[CH2:4][CH2:3]1. (10) The product is: [NH2:32][CH2:31][CH2:30][C:24]1([CH2:23][CH2:22][N:19]2[CH2:18][CH2:17][CH:16]([N:8]([C:5]3[CH:4]=[CH:3][C:2]([CH3:1])=[CH:7][N:6]=3)[C:9]([C:11]3[O:12][CH:13]=[CH:14][CH:15]=3)=[O:10])[CH2:21][CH2:20]2)[CH2:29][CH2:28][CH2:27][CH2:26][CH2:25]1. Given the reactants [CH3:1][C:2]1[CH:3]=[CH:4][C:5]([N:8]([CH:16]2[CH2:21][CH2:20][N:19]([CH2:22][CH2:23][C:24]3([CH2:30][CH2:31][NH:32]C(=O)OC(C)(C)C)[CH2:29][CH2:28][CH2:27][CH2:26][CH2:25]3)[CH2:18][CH2:17]2)[C:9]([C:11]2[O:12][CH:13]=[CH:14][CH:15]=2)=[O:10])=[N:6][CH:7]=1, predict the reaction product.